From a dataset of CYP2C19 inhibition data for predicting drug metabolism from PubChem BioAssay. Regression/Classification. Given a drug SMILES string, predict its absorption, distribution, metabolism, or excretion properties. Task type varies by dataset: regression for continuous measurements (e.g., permeability, clearance, half-life) or binary classification for categorical outcomes (e.g., BBB penetration, CYP inhibition). Dataset: cyp2c19_veith. The molecule is CN1CCN(c2ncncc2-c2ccc(N(C)C)cc2)CC1. The result is 1 (inhibitor).